From a dataset of Forward reaction prediction with 1.9M reactions from USPTO patents (1976-2016). Predict the product of the given reaction. (1) Given the reactants C(OC(=O)[N:7]([CH2:26][C:27]1[CH:32]=[CH:31][CH:30]=[CH:29][CH:28]=1)[CH2:8][CH2:9][C:10]1[CH:15]=[CH:14][C:13]([O:16][C:17]2[CH:22]=[CH:21][C:20]([C:23]#[N:24])=[C:19]([Cl:25])[CH:18]=2)=[CH:12][CH:11]=1)(C)(C)C.OO.C([O-])([O-])=[O:37].[K+].[K+].FC(F)(F)C(O)=O, predict the reaction product. The product is: [CH2:26]([NH:7][CH2:8][CH2:9][C:10]1[CH:15]=[CH:14][C:13]([O:16][C:17]2[CH:22]=[CH:21][C:20]([C:23]([NH2:24])=[O:37])=[C:19]([Cl:25])[CH:18]=2)=[CH:12][CH:11]=1)[C:27]1[CH:28]=[CH:29][CH:30]=[CH:31][CH:32]=1. (2) Given the reactants C(OC([N:8]1[CH2:12][C:11]([F:14])([F:13])[CH2:10][CH:9]1[C:15]1[NH:16][C:17]([C:20]2[CH:25]=[CH:24][C:23]([C:26]3[CH:35]=[CH:34][C:33]4[C:28](=[CH:29][CH:30]=[C:31]([C:36]5[NH:37][C:38]([CH:41]6[CH2:45][CH2:44][CH2:43][N:42]6[C:46]([O:48][CH2:49][C:50]6[CH:55]=[CH:54][CH:53]=[CH:52][CH:51]=6)=[O:47])=[N:39][CH:40]=5)[CH:32]=4)[CH:27]=3)=[CH:22][CH:21]=2)=[CH:18][N:19]=1)=O)(C)(C)C.Cl.[CH3:57][O:58][C:59]([NH:61][CH:62]([CH:66]1[CH2:71][CH2:70][O:69][CH2:68][CH2:67]1)[C:63]([OH:65])=O)=[O:60].CN(C(ON1N=NC2C=CC=NC1=2)=[N+](C)C)C.F[P-](F)(F)(F)(F)F.CCN(C(C)C)C(C)C, predict the reaction product. The product is: [CH2:49]([O:48][C:46]([N:42]1[CH2:43][CH2:44][CH2:45][CH:41]1[C:38]1[NH:37][C:36]([C:31]2[CH:30]=[CH:29][C:28]3[C:33](=[CH:34][CH:35]=[C:26]([C:23]4[CH:24]=[CH:25][C:20]([C:17]5[NH:16][C:15]([CH:9]6[CH2:10][C:11]([F:14])([F:13])[CH2:12][N:8]6[C:63](=[O:65])[CH:62]([NH:61][C:59]([O:58][CH3:57])=[O:60])[CH:66]6[CH2:71][CH2:70][O:69][CH2:68][CH2:67]6)=[N:19][CH:18]=5)=[CH:21][CH:22]=4)[CH:27]=3)[CH:32]=2)=[CH:40][N:39]=1)=[O:47])[C:50]1[CH:55]=[CH:54][CH:53]=[CH:52][CH:51]=1. (3) Given the reactants [Br:1][CH2:2][C:3]1[CH:11]=[CH:10][C:6]([C:7]([OH:9])=[O:8])=[CH:5][C:4]=1[C:12]([F:15])([F:14])[F:13].OS(O)(=O)=O.C([O-])([O-])=O.[Na+].[Na+].[CH2:27](O)[CH3:28], predict the reaction product. The product is: [CH2:27]([O:8][C:7](=[O:9])[C:6]1[CH:10]=[CH:11][C:3]([CH2:2][Br:1])=[C:4]([C:12]([F:13])([F:14])[F:15])[CH:5]=1)[CH3:28]. (4) Given the reactants Cl.[NH2:2][C:3]1[CH:4]=[C:5]2[C:10](=[CH:11][CH:12]=1)[CH2:9][N:8](C(OC(C)(C)C)=O)[CH2:7][CH2:6]2, predict the reaction product. The product is: [CH2:9]1[C:10]2[C:5](=[CH:4][C:3]([NH2:2])=[CH:12][CH:11]=2)[CH2:6][CH2:7][NH:8]1.